This data is from NCI-60 drug combinations with 297,098 pairs across 59 cell lines. The task is: Regression. Given two drug SMILES strings and cell line genomic features, predict the synergy score measuring deviation from expected non-interaction effect. (1) Drug 1: C1C(C(OC1N2C=C(C(=O)NC2=O)F)CO)O. Drug 2: CNC(=O)C1=NC=CC(=C1)OC2=CC=C(C=C2)NC(=O)NC3=CC(=C(C=C3)Cl)C(F)(F)F. Cell line: SK-MEL-2. Synergy scores: CSS=0.0305, Synergy_ZIP=-4.49, Synergy_Bliss=-13.6, Synergy_Loewe=-16.3, Synergy_HSA=-15.7. (2) Drug 1: CC1=C(C(CCC1)(C)C)C=CC(=CC=CC(=CC(=O)O)C)C. Drug 2: C1CN(P(=O)(OC1)NCCCl)CCCl. Cell line: M14. Synergy scores: CSS=2.71, Synergy_ZIP=-0.653, Synergy_Bliss=-2.47, Synergy_Loewe=-1.40, Synergy_HSA=-3.09. (3) Drug 1: CCC1(CC2CC(C3=C(CCN(C2)C1)C4=CC=CC=C4N3)(C5=C(C=C6C(=C5)C78CCN9C7C(C=CC9)(C(C(C8N6C=O)(C(=O)OC)O)OC(=O)C)CC)OC)C(=O)OC)O.OS(=O)(=O)O. Drug 2: CC12CCC3C(C1CCC2OP(=O)(O)O)CCC4=C3C=CC(=C4)OC(=O)N(CCCl)CCCl.[Na+]. Cell line: NCI/ADR-RES. Synergy scores: CSS=1.30, Synergy_ZIP=-0.257, Synergy_Bliss=0.720, Synergy_Loewe=-0.571, Synergy_HSA=-0.611. (4) Drug 1: CC(C1=C(C=CC(=C1Cl)F)Cl)OC2=C(N=CC(=C2)C3=CN(N=C3)C4CCNCC4)N. Drug 2: CC1C(C(=O)NC(C(=O)N2CCCC2C(=O)N(CC(=O)N(C(C(=O)O1)C(C)C)C)C)C(C)C)NC(=O)C3=C4C(=C(C=C3)C)OC5=C(C(=O)C(=C(C5=N4)C(=O)NC6C(OC(=O)C(N(C(=O)CN(C(=O)C7CCCN7C(=O)C(NC6=O)C(C)C)C)C)C(C)C)C)N)C. Cell line: CAKI-1. Synergy scores: CSS=14.1, Synergy_ZIP=19.0, Synergy_Bliss=20.5, Synergy_Loewe=22.0, Synergy_HSA=21.2. (5) Drug 1: CC12CCC(CC1=CCC3C2CCC4(C3CC=C4C5=CN=CC=C5)C)O. Drug 2: CC1=C(C(=O)C2=C(C1=O)N3CC4C(C3(C2COC(=O)N)OC)N4)N. Cell line: EKVX. Synergy scores: CSS=2.98, Synergy_ZIP=2.75, Synergy_Bliss=5.27, Synergy_Loewe=2.32, Synergy_HSA=2.69.